This data is from Full USPTO retrosynthesis dataset with 1.9M reactions from patents (1976-2016). The task is: Predict the reactants needed to synthesize the given product. (1) Given the product [CH3:1][O:2][C:3]([C:5]1[C:6]([NH:17][C:18]2[CH:23]=[CH:22][C:21]([Br:24])=[CH:20][C:19]=2[Cl:25])=[C:7]([Cl:16])[C:8]2[N:9]([C:11]([CH2:14][NH:31][CH3:30])=[CH:12][N:13]=2)[CH:10]=1)=[O:4], predict the reactants needed to synthesize it. The reactants are: [CH3:1][O:2][C:3]([C:5]1[C:6]([NH:17][C:18]2[CH:23]=[CH:22][C:21]([Br:24])=[CH:20][C:19]=2[Cl:25])=[C:7]([Cl:16])[C:8]2[N:9]([C:11]([CH:14]=O)=[CH:12][N:13]=2)[CH:10]=1)=[O:4].C(O)(=O)C.[CH3:30][NH2:31].C(O[BH-](OC(=O)C)OC(=O)C)(=O)C.[Na+]. (2) Given the product [CH3:26][C:25]1[S:45][C:3]2[C:4]3[CH:5]=[CH:6][CH:7]=[CH:8][C:9]=3[O:10][C:11]3([CH2:12][CH2:13][NH:14][CH2:15][CH2:16]3)[C:2]=2[N:1]=1, predict the reactants needed to synthesize it. The reactants are: [NH2:1][CH:2]1[C:11]2([CH2:16][CH2:15][N:14](C(OC(C)(C)C)=O)[CH2:13][CH2:12]2)[O:10][C:9]2[C:4](=[CH:5][CH:6]=[CH:7][CH:8]=2)[C:3]1=O.[C:25](Cl)(=O)[CH3:26].C(N(CC)CC)C.COC1C=CC(P2(SP(C3C=CC(OC)=CC=3)(=S)S2)=[S:45])=CC=1.Cl.O1CCOCC1. (3) Given the product [CH3:25][O:24][C:20]1[CH:19]=[C:18]([CH2:17][CH2:16][O:15][CH2:14][C:13]2[NH:6][C:4](=[O:5])[C:3]3[CH:7]=[CH:8][CH:9]=[N:10][C:2]=3[N:1]=2)[CH:23]=[CH:22][CH:21]=1, predict the reactants needed to synthesize it. The reactants are: [NH2:1][C:2]1[N:10]=[CH:9][CH:8]=[CH:7][C:3]=1[C:4]([NH2:6])=[O:5].CO[C:13](=O)[CH2:14][O:15][CH2:16][CH2:17][C:18]1[CH:23]=[CH:22][CH:21]=[C:20]([O:24][CH3:25])[CH:19]=1.[Li+].C[Si]([N-][Si](C)(C)C)(C)C. (4) The reactants are: [N+:1]([C:4]1[CH:5]=[C:6]([CH:11]=[C:12]([C:14]([F:17])([F:16])[F:15])[CH:13]=1)[C:7]([O:9][CH3:10])=[O:8])([O-])=O. Given the product [NH2:1][C:4]1[CH:5]=[C:6]([CH:11]=[C:12]([C:14]([F:15])([F:16])[F:17])[CH:13]=1)[C:7]([O:9][CH3:10])=[O:8], predict the reactants needed to synthesize it. (5) Given the product [C:21]1([C:15]2[CH:16]=[CH:17][CH:18]=[CH:19][CH:20]=2)[CH:22]=[CH:23][C:24]([C:25]([N:8]2[CH2:9][C:10]3[N:4]([CH:3]=[CH:2][CH:1]=3)[CH2:5][C:6]3[N:14]=[CH:13][CH:12]=[CH:11][C:7]2=3)=[O:26])=[CH:28][CH:29]=1, predict the reactants needed to synthesize it. The reactants are: [CH:1]1[CH:2]=[CH:3][N:4]2[C:10]=1[CH2:9][NH:8][C:7]1[CH:11]=[CH:12][CH:13]=[N:14][C:6]=1[CH2:5]2.[C:15]1([C:21]2[CH:29]=[CH:28][C:24]([C:25](Cl)=[O:26])=[CH:23][CH:22]=2)[CH:20]=[CH:19][CH:18]=[CH:17][CH:16]=1.C(N(CC)CC)C. (6) Given the product [OH:41][C:24]1([C:9]2[C:8]([OH:11])=[CH:7][C:3]3[O:4][CH2:5][CH2:6][O:1][C:2]=3[CH:10]=2)[C:23]2[C:27](=[C:28]([O:31][CH3:32])[CH:29]=[CH:30][C:22]=2[O:21][CH3:20])[N:26]([CH2:33][CH2:34][O:35][CH2:36][CH2:37][O:38][CH3:39])[C:25]1=[O:40], predict the reactants needed to synthesize it. The reactants are: [O:1]1[CH2:6][CH2:5][O:4][C:3]2[CH:7]=[C:8]([OH:11])[CH:9]=[CH:10][C:2]1=2.BrC1C=C(O)C=CC=1.[CH3:20][O:21][C:22]1[CH:30]=[CH:29][C:28]([O:31][CH3:32])=[C:27]2[C:23]=1[C:24](=[O:41])[C:25](=[O:40])[N:26]2[CH2:33][CH2:34][O:35][CH2:36][CH2:37][O:38][CH3:39].FC(F)(F)C1OC(CN2C3C(=CC=CC=3)C(=O)C2=O)=CC=1. (7) Given the product [CH3:14][C:10]1[C:9]([CH3:16])=[C:8]([CH:6]([C:4]2[N:3]=[CH:2][NH:1][CH:5]=2)[CH3:7])[CH:13]=[CH:12][CH:11]=1, predict the reactants needed to synthesize it. The reactants are: [NH:1]1[CH:5]=[C:4]([C@@H:6]([C:8]2[C:9]([CH3:16])=[C:10]([CH2:14]O)[CH:11]=[CH:12][CH:13]=2)[CH3:7])[N:3]=[CH:2]1.N1C=C([C@H](C2C(C)=C(CO)C=CC=2)C)N=C1. (8) Given the product [Cl:1][C:2]1[CH:3]=[CH:4][C:5]2[O:9][C:8]([CH2:10][OH:11])=[C:7]([CH3:12])[C:6]=2[CH:13]=1, predict the reactants needed to synthesize it. The reactants are: [Cl:1][C:2]1[CH:3]=[CH:4][C:5]2[O:9][C:8]([CH:10]=[O:11])=[C:7]([CH3:12])[C:6]=2[CH:13]=1.[BH4-].[Na+]. (9) Given the product [C:19]([Si:23]([CH3:25])([CH3:24])[O:26][C:27]([C:28]1[NH:13][C:6]2[C:5]([CH:29]=1)=[CH:4][C:3]([C:1]#[N:2])=[C:8]([C:9]([F:12])([F:11])[F:10])[CH:7]=2)([CH3:30])[CH3:31])([CH3:22])([CH3:21])[CH3:20], predict the reactants needed to synthesize it. The reactants are: [C:1]([C:3]1[C:8]([C:9]([F:12])([F:11])[F:10])=[CH:7][C:6]([NH:13]S(C)(=O)=O)=[C:5](I)[CH:4]=1)#[N:2].[C:19]([Si:23]([O:26][C:27]([CH3:31])([CH3:30])[C:28]#[CH:29])([CH3:25])[CH3:24])([CH3:22])([CH3:21])[CH3:20].CCN(CC)CC.O.